Predict which catalyst facilitates the given reaction. From a dataset of Catalyst prediction with 721,799 reactions and 888 catalyst types from USPTO. (1) Reactant: [N+:1]([C:4]1[CH:5]=[C:6]([CH:12]=[CH:13][C:14]=1[N:15]1[CH:19]=[CH:18][CH:17]=[CH:16]1)[C:7]([O:9][CH2:10][CH3:11])=[O:8])([O-])=O.[BH4-].[Na+]. Product: [NH2:1][C:4]1[CH:5]=[C:6]([CH:12]=[CH:13][C:14]=1[N:15]1[CH:19]=[CH:18][CH:17]=[CH:16]1)[C:7]([O:9][CH2:10][CH3:11])=[O:8]. The catalyst class is: 14. (2) Reactant: [CH3:1][O:2][C:3](=[O:32])[CH2:4][CH2:5][CH2:6][CH2:7][CH2:8][CH2:9][CH2:10][C:11](=[O:31])[NH:12][C:13]1[CH:18]=[CH:17][CH:16]=[CH:15][C:14]=1[S:19](=[O:30])(=[O:29])[NH:20][C:21]([C@@:23]1([NH2:28])[CH2:25][C@H:24]1[CH:26]=[CH2:27])=[O:22].[C:33]([O:37][C:38]([N:40]1[CH2:44][C@H:43]([O:45][C:46]2[C:55]3[C:50](=[CH:51][C:52]([O:56][CH3:57])=[CH:53][CH:54]=3)[N:49]=[C:48]([C:58]3[CH:63]=[CH:62][CH:61]=[CH:60][CH:59]=3)[CH:47]=2)[CH2:42][C@H:41]1[C:64](O)=[O:65])=[O:39])([CH3:36])([CH3:35])[CH3:34].CN(C(ON1N=NC2C=CC=CC1=2)=[N+](C)C)C.F[P-](F)(F)(F)(F)F.CCN(C(C)C)C(C)C. Product: [C:33]([O:37][C:38]([N:40]1[CH2:44][C@H:43]([O:45][C:46]2[C:55]3[C:50](=[CH:51][C:52]([O:56][CH3:57])=[CH:53][CH:54]=3)[N:49]=[C:48]([C:58]3[CH:59]=[CH:60][CH:61]=[CH:62][CH:63]=3)[CH:47]=2)[CH2:42][C@H:41]1[C:64](=[O:65])[NH:28][C@:23]1([C:21]([NH:20][S:19]([C:14]2[CH:15]=[CH:16][CH:17]=[CH:18][C:13]=2[NH:12][C:11](=[O:31])[CH2:10][CH2:9][CH2:8][CH2:7][CH2:6][CH2:5][CH2:4][C:3]([O:2][CH3:1])=[O:32])(=[O:30])=[O:29])=[O:22])[CH2:25][C@H:24]1[CH:26]=[CH2:27])=[O:39])([CH3:35])([CH3:36])[CH3:34]. The catalyst class is: 2. (3) Reactant: [C:1]([C:5]1[CH:37]=[CH:36][C:8]([C:9]([NH:11][C:12]2[CH:17]=[CH:16][CH:15]=[C:14]([C:18]3[N:19]=[C:20]([NH:26][C:27]4[CH:32]=[CH:31][C:30]([CH:33]=O)=[CH:29][CH:28]=4)[C:21](=[O:25])[N:22]([CH3:24])[CH:23]=3)[C:13]=2[CH3:35])=[O:10])=[CH:7][CH:6]=1)([CH3:4])([CH3:3])[CH3:2].[OH:38][CH2:39][CH2:40][NH:41][CH2:42][CH2:43][OH:44].C(O)(=O)C.[BH4-].[Na+]. Product: [OH:38][CH2:39][CH2:40][N:41]([CH2:33][C:30]1[CH:31]=[CH:32][C:27]([NH:26][C:20]2[C:21](=[O:25])[N:22]([CH3:24])[CH:23]=[C:18]([C:14]3[C:13]([CH3:35])=[C:12]([NH:11][C:9](=[O:10])[C:8]4[CH:7]=[CH:6][C:5]([C:1]([CH3:4])([CH3:2])[CH3:3])=[CH:37][CH:36]=4)[CH:17]=[CH:16][CH:15]=3)[N:19]=2)=[CH:28][CH:29]=1)[CH2:42][CH2:43][OH:44]. The catalyst class is: 5. (4) Reactant: [CH2:1]([O:3][C:4](=[O:18])[CH:5]([CH2:11][C:12]1[CH:17]=[CH:16][CH:15]=[CH:14][CH:13]=1)[C:6]([O:8]CC)=[O:7])[CH3:2].[OH-].[K+]. Product: [CH2:1]([O:3][C:4](=[O:18])[CH:5]([CH2:11][C:12]1[CH:17]=[CH:16][CH:15]=[CH:14][CH:13]=1)[C:6]([OH:8])=[O:7])[CH3:2]. The catalyst class is: 14. (5) Reactant: [Cl:1][C:2]1[CH:10]=[CH:9][C:5]([C:6]([OH:8])=[O:7])=[C:4]([O:11][CH3:12])[CH:3]=1.[CH3:13]O. Product: [Cl:1][C:2]1[CH:10]=[CH:9][C:5]([C:6]([O:8][CH3:13])=[O:7])=[C:4]([O:11][CH3:12])[CH:3]=1. The catalyst class is: 82.